Dataset: Peptide-MHC class II binding affinity with 134,281 pairs from IEDB. Task: Regression. Given a peptide amino acid sequence and an MHC pseudo amino acid sequence, predict their binding affinity value. This is MHC class II binding data. (1) The peptide sequence is MPPELNTARLMAGAG. The MHC is HLA-DQA10301-DQB10302 with pseudo-sequence HLA-DQA10301-DQB10302. The binding affinity (normalized) is 0.184. (2) The peptide sequence is KKPTGKVTLEADVILPI. The MHC is DRB1_1301 with pseudo-sequence DRB1_1301. The binding affinity (normalized) is 0.